This data is from Reaction yield outcomes from USPTO patents with 853,638 reactions. The task is: Predict the reaction yield, written as a fraction of the theoretical maximum amount of product (1.0 means a 100% yield; for example, 0.34 means a 34% yield). (1) The reactants are Cl[C:2]1[CH:7]=[N:6][CH:5]=[C:4]([Cl:8])[N:3]=1.[CH3:9][CH:10]1[CH2:15][CH2:14][CH2:13][CH2:12][NH:11]1.C(=O)([O-])[O-].[K+].[K+].CC(N(C)C)=O. The catalyst is O. The product is [Cl:8][C:4]1[CH:5]=[N:6][CH:7]=[C:2]([N:11]2[CH2:12][CH2:13][CH2:14][CH2:15][CH:10]2[CH3:9])[N:3]=1. The yield is 0.870. (2) The reactants are P(Cl)(Cl)(Cl)=O.C(O[CH2:10][C:11]([CH3:51])([CH3:50])[CH2:12][N:13]1[C:19]2[CH:20]=[CH:21][C:22]([Cl:24])=[CH:23][C:18]=2[C@@H:17]([C:25]2[CH:30]=[CH:29][CH:28]=[C:27]([O:31][CH3:32])[C:26]=2[O:33][CH3:34])[O:16][C@H:15]([CH2:35][C:36]([NH:38][C@H:39]([C:46](=O)[CH3:47])[CH2:40][CH2:41][C:42]([O:44][CH3:45])=[O:43])=[O:37])[C:14]1=[O:49])(=O)C.[C:52](=[O:55])([O-:54])O.[Na+].[CH3:57]N(C=O)C. No catalyst specified. The product is [C:52]([O:54][CH2:10][C:11]([CH3:50])([CH3:51])[CH2:12][N:13]1[C:19]2[CH:20]=[CH:21][C:22]([Cl:24])=[CH:23][C:18]=2[C@@H:17]([C:25]2[CH:30]=[CH:29][CH:28]=[C:27]([O:31][CH3:32])[C:26]=2[O:33][CH3:34])[O:16][C@H:15]([CH2:35][C:36]2[O:37][C:46]([CH3:47])=[C:39]([CH2:40][CH2:41][C:42]([O:44][CH3:45])=[O:43])[N:38]=2)[C:14]1=[O:49])(=[O:55])[CH3:57]. The yield is 0.830. (3) The reactants are [CH:1]([C:4]1[CH:9]=[CH:8][C:7]([CH:10]2[C:14]3[C:15]([CH3:30])=[C:16]([NH:21][C:22](=[O:29])OCC(Cl)(Cl)Cl)[C:17]([CH3:20])=[C:18]([CH3:19])[C:13]=3[O:12][CH2:11]2)=[CH:6][CH:5]=1)([CH3:3])[CH3:2].[CH3:31][N:32]([CH3:36])[CH2:33][CH2:34][NH2:35]. The catalyst is CCCCCC.C(OCC)(=O)C. The product is [CH3:31][N:32]([CH3:36])[CH2:33][CH2:34][NH:35][C:22]([NH:21][C:16]1[C:17]([CH3:20])=[C:18]([CH3:19])[C:13]2[O:12][CH2:11][CH:10]([C:7]3[CH:6]=[CH:5][C:4]([CH:1]([CH3:2])[CH3:3])=[CH:9][CH:8]=3)[C:14]=2[C:15]=1[CH3:30])=[O:29]. The yield is 0.540. (4) The reactants are [CH3:1][O:2][C:3](=[O:31])[CH2:4][C:5]1[CH:10]=[C:9]([C:11]2[CH:16]=[CH:15][C:14]([C:17]([F:20])([F:19])[F:18])=[CH:13][CH:12]=2)[N:8]=[C:7]([C:21]2[CH:26]=[CH:25][C:24]([C:27]([F:30])([F:29])[F:28])=[CH:23][CH:22]=2)[CH:6]=1.C[Si]([N-][Si](C)(C)C)(C)C.[K+].Br[CH2:43][C:44]([CH3:46])=[CH2:45]. The catalyst is C1COCC1. The product is [CH3:1][O:2][C:3](=[O:31])[CH:4]([C:5]1[CH:6]=[C:7]([C:21]2[CH:26]=[CH:25][C:24]([C:27]([F:30])([F:28])[F:29])=[CH:23][CH:22]=2)[N:8]=[C:9]([C:11]2[CH:12]=[CH:13][C:14]([C:17]([F:18])([F:19])[F:20])=[CH:15][CH:16]=2)[CH:10]=1)[CH2:45][C:44]([CH3:46])=[CH2:43]. The yield is 0.710. (5) The reactants are [O:1]=[C:2]1[CH:7]=[CH:6][CH2:5][C:4]2([CH2:12][CH2:11][N:10]([C:13]([O:15][C:16]([CH3:19])([CH3:18])[CH3:17])=[O:14])[CH2:9][CH2:8]2)[N:3]1[CH2:20][C:21]1[CH:29]=[CH:28][CH:27]=[C:26]2[C:22]=1[CH:23]=[CH:24][N:25]2[S:30]([C:33]1[CH:39]=[CH:38][C:36]([CH3:37])=[CH:35][CH:34]=1)(=[O:32])=[O:31]. The catalyst is CO.[Pd]. The product is [O:1]=[C:2]1[CH2:7][CH2:6][CH2:5][C:4]2([CH2:12][CH2:11][N:10]([C:13]([O:15][C:16]([CH3:18])([CH3:17])[CH3:19])=[O:14])[CH2:9][CH2:8]2)[N:3]1[CH2:20][C:21]1[CH:29]=[CH:28][CH:27]=[C:26]2[C:22]=1[CH:23]=[CH:24][N:25]2[S:30]([C:33]1[CH:39]=[CH:38][C:36]([CH3:37])=[CH:35][CH:34]=1)(=[O:32])=[O:31]. The yield is 0.990. (6) The reactants are [O:1]1[C:6]2[CH:7]=[CH:8][C:9]([CH2:11]O)=[CH:10][C:5]=2[O:4][CH2:3][CH2:2]1.O=S(Cl)[Cl:15]. No catalyst specified. The product is [Cl:15][CH2:11][C:9]1[CH:8]=[CH:7][C:6]2[O:1][CH2:2][CH2:3][O:4][C:5]=2[CH:10]=1. The yield is 0.880. (7) The reactants are [Cl:1][CH2:2][C:3]([CH2:5]Cl)=O.[Cl:7][C:8]1[CH:9]=[CH:10][C:11]([NH2:14])=[N:12][CH:13]=1. The catalyst is C(#N)C. The product is [Cl:7][C:8]1[CH:9]=[CH:10][C:11]2[N:12]([CH:5]=[C:3]([CH2:2][Cl:1])[N:14]=2)[CH:13]=1. The yield is 0.300.